From a dataset of Catalyst prediction with 721,799 reactions and 888 catalyst types from USPTO. Predict which catalyst facilitates the given reaction. (1) Reactant: [H-].[Na+].[CH3:3][O:4][C:5]1[CH:12]=[CH:11][C:8]([CH2:9][OH:10])=[CH:7][CH:6]=1.[Br:13][C:14]1[C:15](Cl)=[N:16][CH:17]=[CH:18][C:19]=1[CH3:20]. Product: [Br:13][C:14]1[C:15]([O:10][CH2:9][C:8]2[CH:11]=[CH:12][C:5]([O:4][CH3:3])=[CH:6][CH:7]=2)=[N:16][CH:17]=[CH:18][C:19]=1[CH3:20]. The catalyst class is: 1. (2) Reactant: [Cl:1][C:2]1[CH:7]=[CH:6][C:5]([CH:8](O)[CH2:9][NH:10][C:11](=[O:17])[O:12][C:13]([CH3:16])([CH3:15])[CH3:14])=[CH:4][CH:3]=1.[C:19]1(=[O:29])[NH:23][C:22](=[O:24])[C:21]2=[CH:25][CH:26]=[CH:27][CH:28]=[C:20]12.C1(P(C2C=CC=CC=2)C2C=CC=CC=2)C=CC=CC=1.N(C(OC(C)C)=O)=NC(OC(C)C)=O. Product: [Cl:1][C:2]1[CH:7]=[CH:6][C:5]([CH:8]([N:23]2[C:19](=[O:29])[C:20]3[C:21](=[CH:25][CH:26]=[CH:27][CH:28]=3)[C:22]2=[O:24])[CH2:9][NH:10][C:11](=[O:17])[O:12][C:13]([CH3:16])([CH3:15])[CH3:14])=[CH:4][CH:3]=1. The catalyst class is: 1. (3) Reactant: CCCC[N+](CCCC)(CCCC)CCCC.[F-].C(O)(=O)C.[C:23]([O:31][C@@H:32]1[C@@H:49]([O:50][Si](C(C)(C)C)(C)C)[C@H:48]([O:58][CH2:59][C:60]2[CH:65]=[CH:64][CH:63]=[CH:62][CH:61]=2)[C@@H:47]([CH2:66][O:67][CH2:68][C:69]2[CH:74]=[CH:73][CH:72]=[CH:71][CH:70]=2)[O:46][C@H:33]1[S:34][C:35]1[CH:40]=[C:39]([C:41]([CH3:44])([CH3:43])[CH3:42])[CH:38]=[CH:37][C:36]=1[CH3:45])(=[O:30])[C:24]1[CH:29]=[CH:28][CH:27]=[CH:26][CH:25]=1. Product: [C:23]([O:31][C@@H:32]1[C@@H:49]([OH:50])[C@H:48]([O:58][CH2:59][C:60]2[CH:61]=[CH:62][CH:63]=[CH:64][CH:65]=2)[C@@H:47]([CH2:66][O:67][CH2:68][C:69]2[CH:74]=[CH:73][CH:72]=[CH:71][CH:70]=2)[O:46][C@H:33]1[S:34][C:35]1[CH:40]=[C:39]([C:41]([CH3:43])([CH3:44])[CH3:42])[CH:38]=[CH:37][C:36]=1[CH3:45])(=[O:30])[C:24]1[CH:25]=[CH:26][CH:27]=[CH:28][CH:29]=1. The catalyst class is: 3. (4) Reactant: [F:1][C:2]([F:7])([F:6])[C:3]([OH:5])=[O:4].C(OC([N:15]1[CH2:20][CH2:19][N:18]([CH2:21][CH2:22][F:23])[CH2:17][CH2:16]1)=O)(C)(C)C.C([SiH](CC)CC)C. Product: [F:1][C:2]([F:7])([F:6])[C:3]([OH:5])=[O:4].[F:23][CH2:22][CH2:21][N:18]1[CH2:19][CH2:20][NH:15][CH2:16][CH2:17]1. The catalyst class is: 2.